Dataset: Forward reaction prediction with 1.9M reactions from USPTO patents (1976-2016). Task: Predict the product of the given reaction. (1) Given the reactants [CH:1]1([C:5]2[C:28]([CH:29]3[CH2:31][CH2:30]3)=[CH:27][C:8]([CH2:9][N:10]3[CH2:15][CH2:14][CH:13]([N:16]4[CH:21]=[CH:20][C:19]([C:22]([O:24]C)=[O:23])=[CH:18][C:17]4=[O:26])[CH2:12][CH2:11]3)=[C:7]([O:32][CH2:33][CH3:34])[CH:6]=2)[CH2:4][CH2:3][CH2:2]1.[OH-].[Na+].Cl, predict the reaction product. The product is: [CH:1]1([C:5]2[C:28]([CH:29]3[CH2:30][CH2:31]3)=[CH:27][C:8]([CH2:9][N:10]3[CH2:15][CH2:14][CH:13]([N:16]4[CH:21]=[CH:20][C:19]([C:22]([OH:24])=[O:23])=[CH:18][C:17]4=[O:26])[CH2:12][CH2:11]3)=[C:7]([O:32][CH2:33][CH3:34])[CH:6]=2)[CH2:2][CH2:3][CH2:4]1. (2) Given the reactants [Br:1][C:2]1[C:3]([N:18]2[CH2:23][CH2:22][C:21]([CH3:25])([CH3:24])[CH2:20][CH2:19]2)=[C:4]([C@H:10]([OH:17])[C:11]([O:13][CH:14]([CH3:16])[CH3:15])=[O:12])[C:5]([CH3:9])=[N:6][C:7]=1[CH3:8].[CH3:26][C:27](=[CH2:29])[CH3:28].C([O-])([O-])=O.[Na+].[Na+], predict the reaction product. The product is: [Br:1][C:2]1[C:3]([N:18]2[CH2:23][CH2:22][C:21]([CH3:25])([CH3:24])[CH2:20][CH2:19]2)=[C:4]([C@H:10]([O:17][C:27]([CH3:29])([CH3:28])[CH3:26])[C:11]([O:13][CH:14]([CH3:16])[CH3:15])=[O:12])[C:5]([CH3:9])=[N:6][C:7]=1[CH3:8]. (3) Given the reactants N([O-])=O.[Na+].N[C:6]1[C:14]2[NH:13][CH:12]=[N:11][C:10]=2[CH:9]=[CH:8][C:7]=1[CH3:15].N.C(OCC)(=O)C.[ClH:23], predict the reaction product. The product is: [Cl:23][C:6]1[C:14]2[NH:13][CH:12]=[N:11][C:10]=2[CH:9]=[CH:8][C:7]=1[CH3:15]. (4) Given the reactants C[O-].[Na+:3].CO.[CH3:6][C:7]1[CH:8]=[N:9][C:10]([CH2:16][S+:17]([O-:29])[C:18]2[NH:19][C:20]3[CH:21]=[CH:22][C:23]([O:27][CH3:28])=[CH:24][C:25]=3[N:26]=2)=[C:11]([CH3:15])[C:12]=1[O:13][CH3:14].CC(C)=O, predict the reaction product. The product is: [CH3:6][C:7]1[CH:8]=[N:9][C:10]([CH2:16][S+:17]([O-:29])[C:18]2[N-:19][C:20]3[CH:21]=[CH:22][C:23]([O:27][CH3:28])=[CH:24][C:25]=3[N:26]=2)=[C:11]([CH3:15])[C:12]=1[O:13][CH3:14].[Na+:3]. (5) Given the reactants C1C=C(Cl)C=C(C(OO)=[O:9])C=1.[Br:12][C:13]1[C:14]([NH2:19])=[N:15][CH:16]=[CH:17][CH:18]=1, predict the reaction product. The product is: [NH2:19][C:14]1[C:13]([Br:12])=[CH:18][CH:17]=[CH:16][N+:15]=1[O-:9]. (6) Given the reactants [Li+].[OH-].C[O:4][C:5](=[O:29])[CH2:6][N:7]([CH:15]([C:17]1[CH:22]=[CH:21][C:20]([C:23]2[CH:28]=[CH:27][CH:26]=[CH:25][CH:24]=2)=[CH:19][CH:18]=1)[CH3:16])[C:8]([O:10][C:11]([CH3:14])([CH3:13])[CH3:12])=[O:9], predict the reaction product. The product is: [C:20]1([C:23]2[CH:24]=[CH:25][CH:26]=[CH:27][CH:28]=2)[CH:19]=[CH:18][C:17]([CH:15]([N:7]([CH2:6][C:5]([OH:29])=[O:4])[C:8]([O:10][C:11]([CH3:14])([CH3:13])[CH3:12])=[O:9])[CH3:16])=[CH:22][CH:21]=1. (7) Given the reactants [CH2:1]([O:3][C:4]([N:6]1[CH2:11][CH2:10][N:9]([C:12](=[O:50])[C@@H:13]([NH:23][C:24]([C:26]2[CH:30]=[C:29]([O:31][C@H:32]([C:34]([O:36]CC3C=CC=CC=3)=[O:35])[CH3:33])[N:28]([C:44]3[CH:49]=[CH:48][CH:47]=[CH:46][CH:45]=3)[N:27]=2)=[O:25])[CH2:14][CH2:15][C:16]([O:18][C:19]([CH3:22])([CH3:21])[CH3:20])=[O:17])[CH2:8][CH2:7]1)=[O:5])[CH3:2], predict the reaction product. The product is: [CH2:1]([O:3][C:4]([N:6]1[CH2:11][CH2:10][N:9]([C:12](=[O:50])[C@@H:13]([NH:23][C:24]([C:26]2[CH:30]=[C:29]([O:31][C@H:32]([C:34]([OH:36])=[O:35])[CH3:33])[N:28]([C:44]3[CH:49]=[CH:48][CH:47]=[CH:46][CH:45]=3)[N:27]=2)=[O:25])[CH2:14][CH2:15][C:16]([O:18][C:19]([CH3:22])([CH3:21])[CH3:20])=[O:17])[CH2:8][CH2:7]1)=[O:5])[CH3:2]. (8) The product is: [CH3:26][O:25][C:19]1[CH:18]=[C:17]([NH:16][C:9]2[C:10]3[N:15]=[CH:14][S:13][C:11]=3[N:12]=[C:7]([N:4]3[CH2:5][CH2:6][CH:2]([NH:1][C:35]([C:34]4[CH:38]=[CH:39][C:31]([C:29]([O:28][CH3:27])=[O:30])=[N:32][CH:33]=4)=[O:36])[CH2:3]3)[N:8]=2)[CH:22]=[CH:21][C:20]=1[O:23][CH3:24]. Given the reactants [NH2:1][CH:2]1[CH2:6][CH2:5][N:4]([C:7]2[N:8]=[C:9]([NH:16][C:17]3[CH:22]=[CH:21][C:20]([O:23][CH3:24])=[C:19]([O:25][CH3:26])[CH:18]=3)[C:10]3[N:15]=[CH:14][S:13][C:11]=3[N:12]=2)[CH2:3]1.[CH3:27][O:28][C:29]([C:31]1[CH:39]=[CH:38][C:34]([C:35](O)=[O:36])=[CH:33][N:32]=1)=[O:30].CN1C=CN=C1.CCN=C=NCCCN(C)C, predict the reaction product.